From a dataset of Forward reaction prediction with 1.9M reactions from USPTO patents (1976-2016). Predict the product of the given reaction. Given the reactants BrCCCCC(C)(C1C=CC(C)=CC=1)CO.[Br:17][CH2:18][CH2:19][CH2:20][C:21]([CH3:33])([C:27]1[CH:32]=[CH:31][CH:30]=[CH:29][CH:28]=1)[C:22](OCC)=[O:23].[Li+].[BH4-].CO, predict the reaction product. The product is: [Br:17][CH2:18][CH2:19][CH2:20][C:21]([CH3:33])([C:27]1[CH:32]=[CH:31][CH:30]=[CH:29][CH:28]=1)[CH2:22][OH:23].